Dataset: Experimentally validated miRNA-target interactions with 360,000+ pairs, plus equal number of negative samples. Task: Binary Classification. Given a miRNA mature sequence and a target amino acid sequence, predict their likelihood of interaction. (1) The miRNA is hsa-miR-6801-5p with sequence UGGUCAGAGGCAGCAGGAAAUGA. The protein sequence of the target gene is MSQGRGKYDFYIGLGLAMSSSIFIGGSFILKKKGLLRLARKGSMRAGQGGHAYLKEWLWWAGLLSMGAGEVANFAAYAFAPATLVTPLGALSVLVSAILSSYFLNERLNLHGKIGCLLSILGSTVMVIHAPKEEEIETLNEMSHKLGDPGFVVFATLVVIVALILIFVVGPRHGQTNILVYITICSVIGAFSVSCVKGLGIAIKELFAGKPVLRHPLAWILLLSLIVCVSTQINYLNRALDIFNTSIVTPIYYVFFTTSVLTCSAILFKEWQDMPVDDVIGTLSGFFTIIVGIFLLHAFK.... Result: 1 (interaction). (2) The miRNA is hsa-miR-637 with sequence ACUGGGGGCUUUCGGGCUCUGCGU. The protein sequence of the target gene is MSVTEEDLCHHMKVVVRVRPENTKEKAAGFHKVVHVVDKHILVFDPKQEEVSFFHGKKTTNQNVIKKQNKDLKFVFDAVFDETSTQSEVFEHTTKPILRSFLNGYNCTVLAYGATGAGKTHTMLGSADEPGVMYLTMLHLYKCMDEIKEEKICSTAVSYLEVYNEQIRDLLVNSGPLAVREDTQKGVVVHGLTLHQPKSSEEILHLLDNGNKNRTQHPTDMNATSSRSHAVFQIYLRQQDKTASINQNVRIAKMSLIDLAGSERASTSGAKGTRFVEGTNINRSLLALGNVINALADSKR.... Result: 0 (no interaction). (3) The miRNA is hsa-miR-3692-3p with sequence GUUCCACACUGACACUGCAGAAGU. The protein sequence of the target gene is MKTSKASQRYRGIRRNASQCYLYQESLLLSNLDDSFSADETGDSNDPEQIFQNIQFQKDLMANIRCRPWTMGQKLRALRQAKNIVLKFEGRLTRTRGYQAAGAELWRKFARLACNFVVIFIPWEMRIKKIESHFGSGVASYFIFLRWLFGINIVLTIMTGAFIVIPELIAGQPFGSTARKTIPKEQVSSAQDLDTVWSLGGYLQYSVLFYGYYGRERKIGRAGYRLPLAYFLVGMAVFAYSFIILLKKMAKNSRTSLASASNENYTFCWRVFCAWDYLIGNPEAAESKTAAIVNSIREAI.... Result: 0 (no interaction). (4) The miRNA is mmu-miR-466k with sequence UGUGUGUGUACAUGUACAUGUGA. The protein sequence of the target gene is MEIVGCRAEDNSCPFRPPAMLFHGISGGHIQGIMEEMERRSKTEARLAKGAQLNGRDAGMPPLSPEKPALCAGCGGKISDRYYLLAVDKQWHLRCLKCCECKLALESELTCFAKDGSIYCKEDYYRRFSVQRCARCHLGISASEMVMRARDSVYHLSCFTCSTCNKTLTTGDHFGMKDSLVYCRAHFETLLQGEYPPQLSYTELAAKSGGLALPYFNGTGTVQKGRPRKRKSPALGVDIVNYNSGCNENEADHLDRDQQPYPPSQKTKRMRTSFKHHQLRTMKSYFAINHNPDAKDLKQL.... Result: 0 (no interaction).